From a dataset of Full USPTO retrosynthesis dataset with 1.9M reactions from patents (1976-2016). Predict the reactants needed to synthesize the given product. (1) Given the product [OH:5][CH:4]([C:6]1[CH:21]=[CH:20][CH:19]=[C:8]([CH2:9][CH2:10][C:11]([OH:18])([CH2:12][CH2:13][CH3:14])[CH2:15][CH2:16][CH3:17])[CH:7]=1)[CH2:3][CH2:2][NH:1][C:27](=[O:28])[O:26][C:23]([CH3:25])([CH3:24])[CH3:22], predict the reactants needed to synthesize it. The reactants are: [NH2:1][CH2:2][CH2:3][CH:4]([C:6]1[CH:7]=[C:8]([CH:19]=[CH:20][CH:21]=1)[CH2:9][CH2:10][C:11]([OH:18])([CH2:15][CH2:16][CH3:17])[CH2:12][CH2:13][CH3:14])[OH:5].[CH3:22][C:23]([O:26][C:27](O[C:27]([O:26][C:23]([CH3:25])([CH3:24])[CH3:22])=[O:28])=[O:28])([CH3:25])[CH3:24]. (2) Given the product [F:13][C:2]([F:1])=[C:3]1[C:12]2[C:7](=[CH:8][CH:9]=[CH:10][CH:11]=2)[N:6]([C:21]([N:25]2[CH2:29][CH2:28][CH:27]([C:30]3[CH:31]=[N:32][CH:33]=[CH:34][CH:35]=3)[CH2:26]2)=[O:22])[CH2:5][CH2:4]1, predict the reactants needed to synthesize it. The reactants are: [F:1][C:2]([F:13])=[C:3]1[C:12]2[C:7](=[CH:8][CH:9]=[CH:10][CH:11]=2)[NH:6][CH2:5][CH2:4]1.C(N(CC)CC)C.[C:21](Cl)(Cl)=[O:22].[NH:25]1[CH2:29][CH2:28][CH:27]([C:30]2[CH:31]=[N:32][CH:33]=[CH:34][CH:35]=2)[CH2:26]1. (3) Given the product [N:11]([C:8]1[CH:9]=[CH:10][C:5]([S:2]([CH3:1])(=[O:3])=[O:4])=[C:6]([O:12][CH3:13])[CH:7]=1)=[C:14]=[O:15], predict the reactants needed to synthesize it. The reactants are: [CH3:1][S:2]([C:5]1[CH:10]=[CH:9][C:8]([NH2:11])=[CH:7][C:6]=1[O:12][CH3:13])(=[O:4])=[O:3].[C:14](Cl)(Cl)=[O:15]. (4) Given the product [F:1][B-:2]([F:5])([F:4])[F:3].[F:6][C@H:7]1[C:11]2=[N:12][N+:13]([C:15]3[C:16]([F:25])=[C:17]([F:24])[C:18]([F:23])=[C:19]([F:22])[C:20]=3[F:21])=[CH:14][N:10]2[C@H:9]([CH:26]([CH3:28])[CH3:27])[CH2:8]1, predict the reactants needed to synthesize it. The reactants are: [F:1][B-:2]([F:5])([F:4])[F:3].[F:6][C@@H:7]1[C:11]2=[N:12][N+:13]([C:15]3[C:20]([F:21])=[C:19]([F:22])[C:18]([F:23])=[C:17]([F:24])[C:16]=3[F:25])=[CH:14][N:10]2[C@H:9]([CH:26]([CH3:28])[CH3:27])[CH2:8]1.C([C@@H]1NC(=O)[C@@H](F)C1)(C)C.C(C1NC(=O)C(F)C1)(C)C.[Na+].[Cl-]. (5) Given the product [ClH:20].[CH3:1][N:2]([CH3:19])[C:3]([C@H:5]1[C@@H:10]([CH3:11])[CH2:9][CH2:8][NH:7][CH2:6]1)=[O:4], predict the reactants needed to synthesize it. The reactants are: [CH3:1][N:2]([CH3:19])[C:3]([C@H:5]1[C@@H:10]([CH3:11])[CH2:9][CH2:8][N:7](C(OC(C)(C)C)=O)[CH2:6]1)=[O:4].[ClH:20]. (6) Given the product [C:1]([C:9]1[CH:10]=[C:11]([CH:15]([CH3:19])[C:16]([O:18][C:31]2[CH:30]=[CH:29][CH:28]=[C:27]([C@H:24]([CH2:25][CH3:26])[C@@H:23]([CH3:34])[CH2:22][N:21]([CH3:35])[CH3:20])[CH:32]=2)=[O:17])[CH:12]=[CH:13][CH:14]=1)(=[O:8])[C:2]1[CH:3]=[CH:4][CH:5]=[CH:6][CH:7]=1, predict the reactants needed to synthesize it. The reactants are: [C:1]([C:9]1[CH:10]=[C:11]([CH:15]([CH3:19])[C:16]([OH:18])=[O:17])[CH:12]=[CH:13][CH:14]=1)(=[O:8])[C:2]1[CH:7]=[CH:6][CH:5]=[CH:4][CH:3]=1.[CH3:20][N:21]([CH3:35])[CH2:22][C@H:23]([CH3:34])[C@H:24]([C:27]1[CH:28]=[C:29](O)[CH:30]=[CH:31][CH:32]=1)[CH2:25][CH3:26].C1(N=C=NC2CCCCC2)CCCCC1.